Dataset: Retrosynthesis with 50K atom-mapped reactions and 10 reaction types from USPTO. Task: Predict the reactants needed to synthesize the given product. (1) Given the product CCC(=O)[O-], predict the reactants needed to synthesize it. The reactants are: C#Cc1ccc2[nH]c(=O)c3[nH]ccc3c2c1.C1COCCN1.C=O. (2) Given the product Cc1ccc([C@@H]2C[C@H](O)CN(C)C2)cc1, predict the reactants needed to synthesize it. The reactants are: Cc1ccc(C2=CC(O)CN(C)C2)cc1.